Task: Regression/Classification. Given a drug SMILES string, predict its absorption, distribution, metabolism, or excretion properties. Task type varies by dataset: regression for continuous measurements (e.g., permeability, clearance, half-life) or binary classification for categorical outcomes (e.g., BBB penetration, CYP inhibition). Dataset: cyp1a2_veith.. Dataset: CYP1A2 inhibition data for predicting drug metabolism from PubChem BioAssay (1) The drug is O=c1c(-c2ccc(F)cc2)nc2cnc(N3CCOCC3)nc2n1Cc1cccs1. The result is 1 (inhibitor). (2) The molecule is Cc1nc2c(C(=O)N3CCOCC3)cnn2c(C)c1Cc1ccc(Cl)cc1. The result is 1 (inhibitor). (3) The compound is COc1cc2nc(N3CCN(C(=O)OCc4ccccc4)[C@H](C(=O)NC(C)(C)C)C3)nc(N)c2cc1OC. The result is 0 (non-inhibitor). (4) The molecule is NCCS. The result is 0 (non-inhibitor). (5) The result is 0 (non-inhibitor). The compound is COCCCNC(=O)C(=O)N/N=C/c1ccc(OCC(=O)Nc2cccc(Cl)c2C)c(OC)c1.